From a dataset of Catalyst prediction with 721,799 reactions and 888 catalyst types from USPTO. Predict which catalyst facilitates the given reaction. (1) The catalyst class is: 6. Reactant: [F:1][C:2]1[CH:7]=[C:6](B2OC(C)(C)C(C)(C)O2)[CH:5]=[CH:4][C:3]=1[CH2:17][C:18]([OH:20])=[O:19].Br[C:22]1[CH:23]=[C:24]2[C:28](=[N:29][CH:30]=1)[NH:27][CH:26]=[CH:25]2.C([O-])([O-])=O.[Na+].[Na+].Cl. Product: [F:1][C:2]1[CH:7]=[C:6]([C:22]2[CH:23]=[C:24]3[CH:25]=[CH:26][NH:27][C:28]3=[N:29][CH:30]=2)[CH:5]=[CH:4][C:3]=1[CH2:17][C:18]([OH:20])=[O:19]. (2) Reactant: [CH2:1]([C@H:8]1[N:13]([C:14]([C:16]2[N:17]=[CH:18][N:19]([CH:27]3[CH2:32][CH2:31][CH2:30][CH2:29][C:28]3([CH2:34]SCC)[OH:33])[C:20]=2[C:21]2[CH:26]=[CH:25][CH:24]=[CH:23][CH:22]=2)=[O:15])[CH2:12][CH2:11][N:10]([C:38]([O:40][C:41]([CH3:44])([CH3:43])[CH3:42])=[O:39])[CH2:9]1)[C:2]1[CH:7]=[CH:6][CH:5]=[CH:4][CH:3]=1.Cl[C:46]1C=CC=C(C(OO)=O)[CH:47]=1.[S:56]([O-:60])([O-])(=[O:58])=S.[Na+].[Na+]. Product: [CH2:1]([C@H:8]1[N:13]([C:14]([C:16]2[N:17]=[CH:18][N:19]([CH:27]3[CH2:32][CH2:31][CH2:30][CH2:29][C:28]3([CH2:34][S:56]([CH2:46][CH3:47])(=[O:60])=[O:58])[OH:33])[C:20]=2[C:21]2[CH:26]=[CH:25][CH:24]=[CH:23][CH:22]=2)=[O:15])[CH2:12][CH2:11][N:10]([C:38]([O:40][C:41]([CH3:43])([CH3:42])[CH3:44])=[O:39])[CH2:9]1)[C:2]1[CH:3]=[CH:4][CH:5]=[CH:6][CH:7]=1. The catalyst class is: 4. (3) Reactant: [Cl:1][CH2:2][C@@H:3]([OH:27])[CH2:4][O:5][C:6]1[CH:11]=[CH:10][C:9]([C:12]([C:15]2[CH:26]=[CH:25][C:18]([O:19][CH2:20][C@H:21]([OH:24])[CH2:22][OH:23])=[CH:17][CH:16]=2)([CH3:14])[CH3:13])=[CH:8][CH:7]=1.CO[C:30](OC)([CH3:32])[CH3:31].C1(C)C=CC(S(O)(=O)=O)=CC=1. Product: [Cl:1][CH2:2][C@@H:3]([OH:27])[CH2:4][O:5][C:6]1[CH:7]=[CH:8][C:9]([C:12]([C:15]2[CH:16]=[CH:17][C:18]([O:19][CH2:20][C@H:21]3[CH2:22][O:23][C:30]([CH3:32])([CH3:31])[O:24]3)=[CH:25][CH:26]=2)([CH3:14])[CH3:13])=[CH:10][CH:11]=1. The catalyst class is: 21.